Dataset: Forward reaction prediction with 1.9M reactions from USPTO patents (1976-2016). Task: Predict the product of the given reaction. (1) Given the reactants [CH2:1]([O:3][C:4]([CH:6]1[CH2:11][CH2:10][CH2:9][NH:8][CH2:7]1)=[O:5])[CH3:2].C([N:29]=[C:30]=[S:31])(OCC1C2C(=CC=CC=2)C2C1=CC=CC=2)=O, predict the reaction product. The product is: [CH2:1]([O:3][C:4]([CH:6]1[CH2:11][CH2:10][CH2:9][N:8]([C:30](=[S:31])[NH2:29])[CH2:7]1)=[O:5])[CH3:2]. (2) Given the reactants [Cl:1][C:2]1[CH:17]=[CH:16][C:5]([O:6][C@@H:7]([CH3:15])[CH2:8][CH2:9][O:10]S(C)(=O)=O)=[C:4]([O:18][C:19]2[CH:24]=[CH:23][CH:22]=[CH:21][CH:20]=2)[CH:3]=1.C[O:26][C:27](=[O:37])[CH2:28][CH2:29][C:30]1[CH:35]=[CH:34][CH:33]=[C:32](O)[CH:31]=1, predict the reaction product. The product is: [Cl:1][C:2]1[CH:17]=[CH:16][C:5]([O:6][C@@H:7]([CH3:15])[CH2:8][CH2:9][O:10][C:34]2[CH:35]=[C:30]([CH2:29][CH2:28][C:27]([OH:37])=[O:26])[CH:31]=[CH:32][CH:33]=2)=[C:4]([O:18][C:19]2[CH:24]=[CH:23][CH:22]=[CH:21][CH:20]=2)[CH:3]=1.